Predict the reactants needed to synthesize the given product. From a dataset of Full USPTO retrosynthesis dataset with 1.9M reactions from patents (1976-2016). (1) Given the product [Br:1][C:2]1[N:3]=[C:4]2[C:10]([C:11]([OH:12])=[O:15])=[CH:9][NH:8][C:5]2=[N:6][CH:7]=1, predict the reactants needed to synthesize it. The reactants are: [Br:1][C:2]1[N:3]=[C:4]2[C:10]([CH2:11][OH:12])=[CH:9][N:8](CO)[C:5]2=[N:6][CH:7]=1.[OH:15]S(O)(=O)=O. (2) Given the product [CH3:1][C:2]1[C:3]([C:17]2[CH:22]=[CH:21][CH:20]=[C:19]([C:23]([F:26])([F:24])[F:25])[CH:18]=2)=[N:4][C:5]2[C:10]([C:11]=1[C:12]([O:14][CH3:27])=[O:13])=[CH:9][C:8]([S:15][CH3:16])=[CH:7][CH:6]=2, predict the reactants needed to synthesize it. The reactants are: [CH3:1][C:2]1[C:3]([C:17]2[CH:22]=[CH:21][CH:20]=[C:19]([C:23]([F:26])([F:25])[F:24])[CH:18]=2)=[N:4][C:5]2[C:10]([C:11]=1[C:12]([OH:14])=[O:13])=[CH:9][C:8]([S:15][CH3:16])=[CH:7][CH:6]=2.[C:27](Cl)(=O)C(Cl)=O.C(N(CC)CC)C.